From a dataset of HIV replication inhibition screening data with 41,000+ compounds from the AIDS Antiviral Screen. Binary Classification. Given a drug SMILES string, predict its activity (active/inactive) in a high-throughput screening assay against a specified biological target. (1) The result is 0 (inactive). The molecule is COc1c2c3c4c(c(OC)c(=O)c5c(O)cc(OC)c(c6c(OC)cc(O)c(c1=O)c63)c54)C(C(C)O)C2C(C)=O. (2) The molecule is COc1cc(C2C(=O)C(Cl)N2Nc2nc(C)cc(O)n2)cc(OC)c1OC. The result is 0 (inactive). (3) The compound is CC(C)(C)OC(=O)NC(CC(=O)OCc1ccccc1)C(=O)NC(C)(C)C(N)=O. The result is 0 (inactive). (4) The molecule is C[N+](C)(C)CC1CCCC(C[N+](C)(C)C)C1=NO.[I-]. The result is 0 (inactive). (5) The compound is CCOC(=O)C(=Cc1cccc2ccccc12)P(=O)(OCC)OCC. The result is 0 (inactive). (6) The compound is CN1CCCC2C3CCC4c5nonc5CCC4(C)C3CCC21C. The result is 0 (inactive). (7) The drug is CC(=O)C(=Cc1ccc(Br)cc1)C(=O)c1ccccc1. The result is 0 (inactive). (8) The drug is CC(C)CC1=CC(=O)CN(CCc2c[nH]c3ccccc23)C1. The result is 0 (inactive). (9) The drug is COc1cc2c(cc1OC)C(CCc1ccc(Cl)cc1)N(C)CC2. The result is 0 (inactive).